Task: Predict the reactants needed to synthesize the given product.. Dataset: Full USPTO retrosynthesis dataset with 1.9M reactions from patents (1976-2016) Given the product [F:11][C:8]1[CH:9]=[N:10][C:2]([O:19][C:16]2[CH:17]=[CH:18][C:13]([F:12])=[CH:14][CH:15]=2)=[C:3]([CH:7]=1)[C:4]([O:6][CH3:20])=[O:5], predict the reactants needed to synthesize it. The reactants are: Cl[C:2]1[N:10]=[CH:9][C:8]([F:11])=[CH:7][C:3]=1[C:4]([OH:6])=[O:5].[F:12][C:13]1[CH:18]=[CH:17][C:16]([OH:19])=[CH:15][CH:14]=1.[C:20](=O)([O-])[O-].[K+].[K+].